Dataset: Catalyst prediction with 721,799 reactions and 888 catalyst types from USPTO. Task: Predict which catalyst facilitates the given reaction. (1) Reactant: [Mg].Br[C:3]1[CH:4]=[CH:5][C:6]2[CH:10]=[CH:9][S:8][C:7]=2[CH:11]=1.CN(C)[CH:14]=[O:15]. Product: [S:8]1[CH:9]=[CH:10][C:6]2[CH:5]=[CH:4][C:3]([CH:14]=[O:15])=[CH:11][C:7]1=2. The catalyst class is: 1. (2) Reactant: [S:1]([O-:5])([O-:4])(=[O:3])=[O:2].[Ba+2:6].[CH4:7]. Product: [S:1]([O-:5])([O-:4])(=[O:3])=[O:2].[Ba+2:6].[CH4:7].[S:1]([O-:5])([O-:4])(=[O:3])=[O:2].[Ba+2:6]. The catalyst class is: 6.